This data is from Catalyst prediction with 721,799 reactions and 888 catalyst types from USPTO. The task is: Predict which catalyst facilitates the given reaction. (1) Reactant: [O:1]1[CH2:4][CH:3]([N:5]2[CH2:10][CH2:9][CH:8]([C:11]3[CH:16]=[CH:15][C:14]([NH:17][C:18]4[N:23]=[CH:22][N:21]=[C:20]([C:24]5[CH:25]=[CH:26][C:27]([O:32][CH:33]6[CH2:38][CH2:37][NH:36][CH2:35][CH2:34]6)=[C:28]([CH:31]=5)[C:29]#[N:30])[N:19]=4)=[CH:13][CH:12]=3)[CH2:7][CH2:6]2)[CH2:2]1.[C:39](O)(=[O:42])[CH2:40][OH:41].C(N(CC)C(C)C)(C)C.CN(C(ON1N=NC2C=CC=NC1=2)=[N+](C)C)C.F[P-](F)(F)(F)(F)F. Product: [OH:42][CH2:39][C:40]([N:36]1[CH2:37][CH2:38][CH:33]([O:32][C:27]2[CH:26]=[CH:25][C:24]([C:20]3[N:19]=[C:18]([NH:17][C:14]4[CH:13]=[CH:12][C:11]([CH:8]5[CH2:9][CH2:10][N:5]([CH:3]6[CH2:2][O:1][CH2:4]6)[CH2:6][CH2:7]5)=[CH:16][CH:15]=4)[N:23]=[CH:22][N:21]=3)=[CH:31][C:28]=2[C:29]#[N:30])[CH2:34][CH2:35]1)=[O:41]. The catalyst class is: 4. (2) Reactant: Cl[C:2]1[N:10]=[C:9]2[C:5]([N:6]=[CH:7][N:8]2[CH:11]([CH3:13])[CH3:12])=[C:4]([NH:14][CH2:15][C:16]2[S:17][C:18]([CH3:21])=[CH:19][CH:20]=2)[N:3]=1.[NH2:22][C@H:23]([CH2:26][CH3:27])[CH2:24][OH:25]. Product: [CH:11]([N:8]1[CH:7]=[N:6][C:5]2[C:9]1=[N:10][C:2]([NH:22][C@H:23]([CH2:26][CH3:27])[CH2:24][OH:25])=[N:3][C:4]=2[NH:14][CH2:15][C:16]1[S:17][C:18]([CH3:21])=[CH:19][CH:20]=1)([CH3:13])[CH3:12]. The catalyst class is: 6. (3) Reactant: [NH2:1][C:2]1([C:23](OC)=[O:24])[CH2:6][CH2:5][CH:4]([C:7]2[CH:16]=[CH:15][C:14]3[CH2:13][C@H:12]([CH2:17][CH2:18][CH2:19][CH2:20][CH2:21][CH3:22])[CH2:11][CH2:10][C:9]=3[CH:8]=2)[CH2:3]1.[BH4-].[Na+].Cl.[OH-].[Na+]. Product: [NH2:1][C:2]1([CH2:23][OH:24])[CH2:6][CH2:5][CH:4]([C:7]2[CH:16]=[CH:15][C:14]3[CH2:13][C@H:12]([CH2:17][CH2:18][CH2:19][CH2:20][CH2:21][CH3:22])[CH2:11][CH2:10][C:9]=3[CH:8]=2)[CH2:3]1. The catalyst class is: 271. (4) Reactant: B(Br)(Br)Br.C[O:6][C:7]1[CH:15]=[CH:14][CH:13]=[C:12]([C:16]2[CH:21]=[CH:20][CH:19]=[CH:18][CH:17]=2)[C:8]=1[C:9]([OH:11])=[S:10]. Product: [OH:6][C:7]1[CH:15]=[CH:14][CH:13]=[C:12]([C:16]2[CH:21]=[CH:20][CH:19]=[CH:18][CH:17]=2)[C:8]=1[C:9]([OH:11])=[S:10]. The catalyst class is: 46. (5) Reactant: [CH3:1][C:2]1([CH3:18])[C:6]2=[N:7][CH:8]=[C:9]([N:11]3[CH2:16][CH2:15][O:14][CH2:13][CH2:12]3)[CH:10]=[C:5]2[NH:4][C:3]1=O.[H-].COCCO[Al+]OCCOC.[Na+].[H-]. Product: [CH3:1][C:2]1([CH3:18])[C:6]2=[N:7][CH:8]=[C:9]([N:11]3[CH2:16][CH2:15][O:14][CH2:13][CH2:12]3)[CH:10]=[C:5]2[NH:4][CH2:3]1. The catalyst class is: 11. (6) Reactant: Cl[C:2]1[CH:12]=[CH:11][C:5]([C:6]([O:8][CH2:9][CH3:10])=[O:7])=[CH:4][C:3]=1[N+:13]([O-:15])=[O:14].[Cl:16][C:17]1[CH:22]=[CH:21][C:20]([SH:23])=[CH:19][CH:18]=1.C(=O)([O-])[O-].[K+].[K+]. Product: [Cl:16][C:17]1[CH:22]=[CH:21][C:20]([S:23][C:2]2[CH:12]=[CH:11][C:5]([C:6]([O:8][CH2:9][CH3:10])=[O:7])=[CH:4][C:3]=2[N+:13]([O-:15])=[O:14])=[CH:19][CH:18]=1. The catalyst class is: 8.